From a dataset of Forward reaction prediction with 1.9M reactions from USPTO patents (1976-2016). Predict the product of the given reaction. (1) The product is: [F:3][C:4]1[CH:9]=[CH:8][C:7](/[CH:10]=[CH:11]/[C:12]2[CH:13]=[CH:14][C:15]([S:18]([C:21]3[C:26]([NH:27][S:29]([CH3:28])(=[O:31])=[O:30])=[CH:25][CH:24]=[CH:23][N:22]=3)(=[O:19])=[O:20])=[CH:16][CH:17]=2)=[CH:6][CH:5]=1. Given the reactants [H-].[Na+].[F:3][C:4]1[CH:9]=[CH:8][C:7](/[CH:10]=[CH:11]/[C:12]2[CH:17]=[CH:16][C:15]([S:18]([C:21]3[C:26]([NH2:27])=[CH:25][CH:24]=[CH:23][N:22]=3)(=[O:20])=[O:19])=[CH:14][CH:13]=2)=[CH:6][CH:5]=1.[CH3:28][S:29](Cl)(=[O:31])=[O:30], predict the reaction product. (2) Given the reactants [CH3:1][C:2]1[N:3]=[C:4]([NH2:8])[S:5][C:6]=1[CH3:7].[Br:9][CH2:10][CH2:11][O:12][CH2:13][CH2:14][O:15][CH3:16], predict the reaction product. The product is: [BrH:9].[CH3:16][O:15][CH2:14][CH2:13][O:12][CH2:11][CH2:10][N:3]1[C:2]([CH3:1])=[C:6]([CH3:7])[S:5][C:4]1=[NH:8]. (3) Given the reactants [C:1]1([C:7]2[CH2:8][CH2:9][CH2:10][C:11]3[CH:24]=[CH:23][CH:22]=[CH:21][C:12]=3[C:13]=2[C:14]2[CH:19]=[CH:18][C:17]([OH:20])=[CH:16][CH:15]=2)[CH:6]=[CH:5][CH:4]=[CH:3][CH:2]=1.N1C=CC=CC=1.[F:31][C:32]([F:45])([F:44])[S:33](O[S:33]([C:32]([F:45])([F:44])[F:31])(=[O:35])=[O:34])(=[O:35])=[O:34], predict the reaction product. The product is: [C:1]1([C:7]2[CH2:8][CH2:9][CH2:10][C:11]3[CH:24]=[CH:23][CH:22]=[CH:21][C:12]=3[C:13]=2[C:14]2[CH:15]=[CH:16][C:17]([O:20][S:33]([C:32]([F:45])([F:44])[F:31])(=[O:35])=[O:34])=[CH:18][CH:19]=2)[CH:6]=[CH:5][CH:4]=[CH:3][CH:2]=1. (4) Given the reactants [CH3:1][NH:2][CH2:3][CH2:4][NH:5][CH3:6].[C:7]([O:11][C:12](=O)[O:13]C(C)(C)C)([CH3:10])([CH3:9])[CH3:8], predict the reaction product. The product is: [CH3:1][N:2]([CH2:3][CH2:4][NH:5][CH3:6])[C:12](=[O:13])[O:11][C:7]([CH3:10])([CH3:9])[CH3:8]. (5) The product is: [N:19]([C:2]1[CH:7]=[CH:6][C:5]([O:8][C@H:9]2[CH2:14][CH2:13][C@H:12]([C:15]([CH3:18])([CH3:17])[CH3:16])[CH2:11][CH2:10]2)=[CH:4][CH:3]=1)=[N+:20]=[N-:21]. Given the reactants Br[C:2]1[CH:7]=[CH:6][C:5]([O:8][C@H:9]2[CH2:14][CH2:13][C@H:12]([C:15]([CH3:18])([CH3:17])[CH3:16])[CH2:11][CH2:10]2)=[CH:4][CH:3]=1.[N-:19]=[N+:20]=[N-:21].[Na+].CNCCNC.CCO.O, predict the reaction product. (6) Given the reactants COC1C=CC(C)=CC=1C(N[C@H]1CCC[C@@H]1NC1C=NC(C(F)(F)F)=CN=1)=O.Cl.[F:30][C:31]([F:46])([F:45])[C:32]1[N:33]=[CH:34][C:35]([NH:38][C@H:39]2[CH2:43][CH2:42][CH2:41][C@@H:40]2[NH2:44])=[N:36][CH:37]=1.[Cl:47][C:48]1[CH:49]=[CH:50][C:51]([N:57]2[CH:61]=[CH:60][N:59]=[N:58]2)=[C:52]([CH:56]=1)[C:53](O)=[O:54], predict the reaction product. The product is: [Cl:47][C:48]1[CH:49]=[CH:50][C:51]([N:57]2[CH:61]=[CH:60][N:59]=[N:58]2)=[C:52]([CH:56]=1)[C:53]([NH:44][C@H:40]1[CH2:41][CH2:42][CH2:43][C@@H:39]1[NH:38][C:35]1[CH:34]=[N:33][C:32]([C:31]([F:30])([F:45])[F:46])=[CH:37][N:36]=1)=[O:54]. (7) Given the reactants [CH3:1]/[C:2](=[CH:5]\[C:6]1[CH:11]=[CH:10][CH:9]=[CH:8][CH:7]=1)/[CH:3]=O.[CH3:12][C@H:13]1[O:18][C@@H:17]([CH3:19])[CH2:16][NH:15][CH2:14]1, predict the reaction product. The product is: [CH3:19][C@H:17]1[O:18][C@@H:13]([CH3:12])[CH2:14][N:15]([CH2:3][CH:2]([CH3:1])[CH2:5][C:6]2[CH:11]=[CH:10][CH:9]=[CH:8][CH:7]=2)[CH2:16]1. (8) Given the reactants [F:1][C:2]1[CH:3]=[CH:4][C:5]([O:12][CH:13]([CH2:15][CH:16]=[CH2:17])[CH3:14])=[C:6]([CH:11]=1)[C:7](OC)=[O:8].[H-].[Al+3].[Li+].[H-].[H-].[H-], predict the reaction product. The product is: [F:1][C:2]1[CH:3]=[CH:4][C:5]([O:12][CH:13]([CH2:15][CH:16]=[CH2:17])[CH3:14])=[C:6]([CH2:7][OH:8])[CH:11]=1. (9) Given the reactants [F:1][C:2]1[CH:10]=[CH:9][CH:8]=[C:7]2[C:3]=1[CH:4]=[CH:5][NH:6]2.[OH-].[K+].CN(C=O)C.Br[CH2:19][CH2:20][CH3:21], predict the reaction product. The product is: [F:1][C:2]1[CH:10]=[CH:9][CH:8]=[C:7]2[C:3]=1[CH:4]=[CH:5][N:6]2[CH2:19][CH2:20][CH3:21].